Dataset: Forward reaction prediction with 1.9M reactions from USPTO patents (1976-2016). Task: Predict the product of the given reaction. Given the reactants [CH3:1][C:2]1[NH:6][N:5]=[C:4]([C:7]([OH:9])=O)[CH:3]=1.CCN=C=NCCCN(C)C.C1C=CC2N(O)N=NC=2C=1.O[N:32]=[C:33]([C:35]1[CH:40]=[CH:39][C:38]([O:41][C:42]([F:45])([F:44])[F:43])=[CH:37][CH:36]=1)[NH2:34], predict the reaction product. The product is: [CH3:1][C:2]1[NH:6][N:5]=[C:4]([C:7]2[O:9][N:34]=[C:33]([C:35]3[CH:36]=[CH:37][C:38]([O:41][C:42]([F:43])([F:44])[F:45])=[CH:39][CH:40]=3)[N:32]=2)[CH:3]=1.